From a dataset of Forward reaction prediction with 1.9M reactions from USPTO patents (1976-2016). Predict the product of the given reaction. (1) Given the reactants [CH3:1][C:2]1[N:6]=[C:5]([CH3:7])[N:4]([C:8]2[CH:13]=[C:12]([CH:14]=[CH2:15])[N:11]=[C:10]([CH2:16][CH3:17])[N:9]=2)[N:3]=1.[N+](=[CH:20][C:21]([O:23][CH2:24][CH3:25])=[O:22])=[N-], predict the reaction product. The product is: [CH2:24]([O:23][C:21]([C@@H:20]1[CH2:15][C@H:14]1[C:12]1[CH:13]=[C:8]([N:4]2[C:5]([CH3:7])=[N:6][C:2]([CH3:1])=[N:3]2)[N:9]=[C:10]([CH2:16][CH3:17])[N:11]=1)=[O:22])[CH3:25]. (2) Given the reactants [Br:1][C:2]1[CH:7]=[CH:6][C:5]([SH:8])=[CH:4][CH:3]=1.[H-].[Na+].Cl[CH2:12][CH2:13][C:14]([CH3:17])([CH3:16])[CH3:15], predict the reaction product. The product is: [Br:1][C:2]1[CH:7]=[CH:6][C:5]([S:8][CH2:12][CH2:13][C:14]([CH3:17])([CH3:16])[CH3:15])=[CH:4][CH:3]=1. (3) Given the reactants [Li+].[OH-].[Cl:3][C:4]1[CH:5]=[C:6]([F:33])[C:7]([N:10]2[CH2:15][CH2:14][CH:13]([N:16]3[CH2:20][CH2:19][C@H:18]([O:21][C:22]4[CH:23]=[CH:24][C:25]([C:28]([O:30]C)=[O:29])=[N:26][CH:27]=4)[C:17]3=[O:32])[CH2:12][CH2:11]2)=[N:8][CH:9]=1, predict the reaction product. The product is: [ClH:3].[Cl:3][C:4]1[CH:5]=[C:6]([F:33])[C:7]([N:10]2[CH2:15][CH2:14][CH:13]([N:16]3[CH2:20][CH2:19][C@H:18]([O:21][C:22]4[CH:23]=[CH:24][C:25]([C:28]([OH:30])=[O:29])=[N:26][CH:27]=4)[C:17]3=[O:32])[CH2:12][CH2:11]2)=[N:8][CH:9]=1. (4) Given the reactants [OH2:1].[Cl:2][C:3]1[CH:8]=[CH:7][C:6]([CH:9]=[CH2:10])=[CH:5][CH:4]=1.S([O-])([O-])=[O:12].[Na+].[Na+], predict the reaction product. The product is: [Cl:2][C:3]1[CH:8]=[CH:7][C:6]([C@H:9]([OH:12])[CH2:10][OH:1])=[CH:5][CH:4]=1. (5) Given the reactants Cl[S:2]([C:5]1[CH:14]=[CH:13][C:12]2[NH:11][C:10](=[O:15])[C:9]3[NH:16][CH:17]=[C:18]([C:19]([OH:21])=[O:20])[C:8]=3[C:7]=2[CH:6]=1)(=[O:4])=[O:3].[CH3:22][C:23]1[CH:29]=[CH:28][C:26]([NH2:27])=[CH:25][CH:24]=1, predict the reaction product. The product is: [O:15]=[C:10]1[C:9]2[NH:16][CH:17]=[CH:18][C:8]=2[C:7]2[CH:6]=[C:5]([S:2](=[O:3])(=[O:4])[NH:27][C:26]3[CH:28]=[CH:29][C:23]([CH3:22])=[CH:24][CH:25]=3)[CH:14]=[CH:13][C:12]=2[NH:11]1.[CH2:18]([C:19]([O-:21])=[O:20])[CH3:17]. (6) Given the reactants FC(F)(F)S([O:6][C:7]1[C:12]2[CH:13]=[C:14]([C:16](=[O:18])[CH3:17])[O:15][C:11]=2[CH:10]=[C:9]([O:19][S:20]([C:23]([F:26])([F:25])[F:24])(=[O:22])=[O:21])[CH:8]=1)(=O)=O.C(=O)([O-])[O-].[Cs+].[Cs+], predict the reaction product. The product is: [F:26][C:23]([F:24])([F:25])[S:20]([O:19][C:9]1[CH:8]=[C:7]([OH:6])[C:12]2[CH:13]=[C:14]([C:16](=[O:18])[CH3:17])[O:15][C:11]=2[CH:10]=1)(=[O:22])=[O:21]. (7) Given the reactants [C:1]1([OH:7])[CH:6]=[CH:5][CH:4]=[CH:3][CH:2]=1.[K].C1COCC1.[C:14](Cl)(=[O:21])[C:15]1[CH:20]=[CH:19][CH:18]=[CH:17][CH:16]=1, predict the reaction product. The product is: [C:14]([O:7][C:1]1[CH:6]=[CH:5][CH:4]=[CH:3][CH:2]=1)(=[O:21])[C:15]1[CH:20]=[CH:19][CH:18]=[CH:17][CH:16]=1. (8) Given the reactants [F:1][C:2]1[C:3]([C:8]2([CH2:12][N:13]([C:21]3[N:22]=[N:23][C:24]([CH:27]=C)=[CH:25][CH:26]=3)[C:14](=[O:20])[O:15][C:16]([CH3:19])([CH3:18])[CH3:17])[CH2:11][CH2:10][CH2:9]2)=[N:4][CH:5]=[CH:6][CH:7]=1.[O:29]1CCOCC1.I([O-])(=O)(=O)=O.[Na+], predict the reaction product. The product is: [F:1][C:2]1[C:3]([C:8]2([CH2:12][N:13]([C:21]3[N:22]=[N:23][C:24]([CH:27]=[O:29])=[CH:25][CH:26]=3)[C:14](=[O:20])[O:15][C:16]([CH3:18])([CH3:17])[CH3:19])[CH2:11][CH2:10][CH2:9]2)=[N:4][CH:5]=[CH:6][CH:7]=1. (9) Given the reactants [O-]P([O-])([O-])=O.[K+].[K+].[K+].Cl[C:10]1[CH:11]=[CH:12][C:13]2[N:19]3[CH2:20][C@H:16]([CH2:17][CH2:18]3)[N:15]([C:21]([NH:23][C:24]3[CH:25]=[N:26][CH:27]=[CH:28][CH:29]=3)=[O:22])[C:14]=2[N:30]=1.[CH3:31][C:32]1[C:37](B(O)O)=[CH:36][CH:35]=[C:34]([CH3:41])[N:33]=1.C1(P(C2CCCCC2)C2C=CC=CC=2C2C(C(C)C)=CC(C(C)C)=CC=2C(C)C)CCCCC1, predict the reaction product. The product is: [CH3:31][C:32]1[C:37]([C:10]2[CH:11]=[CH:12][C:13]3[N:19]4[CH2:20][C@H:16]([CH2:17][CH2:18]4)[N:15]([C:21]([NH:23][C:24]4[CH:25]=[N:26][CH:27]=[CH:28][CH:29]=4)=[O:22])[C:14]=3[N:30]=2)=[CH:36][CH:35]=[C:34]([CH3:41])[N:33]=1. (10) Given the reactants [C:1]([OH:9])(=[O:8])[CH:2]([CH2:4][C:5]([OH:7])=[O:6])[OH:3].C(=O)([O-])[O-].[Ca+2], predict the reaction product. The product is: [C:1]([OH:9])(=[O:8])[CH:2]([CH2:4][C:5]([OH:7])=[O:6])[OH:3].[C:1]([O-:9])(=[O:8])[CH:2]([CH2:4][C:5]([O-:7])=[O:6])[OH:3].